Dataset: Full USPTO retrosynthesis dataset with 1.9M reactions from patents (1976-2016). Task: Predict the reactants needed to synthesize the given product. (1) Given the product [CH3:20][S:17]([C:14]1[CH:15]=[CH:16][C:11]([O:10][C:6]2[C:5]3[N:4]([N:3]=[C:2]([NH:34][C:32]4[CH:31]=[N:30][N:29]([CH2:28][CH2:27][N:22]5[CH2:26][CH2:25][CH2:24][CH2:23]5)[CH:33]=4)[N:21]=3)[CH:9]=[CH:8][CH:7]=2)=[CH:12][CH:13]=1)(=[O:19])=[O:18].[ClH:1].[CH3:20][S:17]([C:14]1[CH:15]=[CH:16][C:11]([C:6]2[C:5]3[N:4]([N:3]=[C:2]([NH:34][C:32]4[CH:31]=[N:30][N:29]([CH2:28][CH2:27][N:22]5[CH2:26][CH2:25][CH2:24][CH2:23]5)[CH:33]=4)[N:21]=3)[CH:9]=[CH:8][CH:7]=2)=[CH:12][CH:13]=1)(=[O:19])=[O:18], predict the reactants needed to synthesize it. The reactants are: [Cl:1][C:2]1[N:21]=[C:5]2[C:6]([O:10][C:11]3[CH:16]=[CH:15][C:14]([S:17]([CH3:20])(=[O:19])=[O:18])=[CH:13][CH:12]=3)=[CH:7][CH:8]=[CH:9][N:4]2[N:3]=1.[N:22]1([CH2:27][CH2:28][N:29]2[CH:33]=[C:32]([NH2:34])[CH:31]=[N:30]2)[CH2:26][CH2:25][CH2:24][CH2:23]1.Cl. (2) The reactants are: C(OC(=O)NC[CH2:9][CH2:10][NH:11][CH2:12][C:13]1[CH:18]=[CH:17][CH:16]=[C:15]([C:19]2[CH:24]=[CH:23][N:22]=[C:21]([Cl:25])[N:20]=2)[CH:14]=1)(C)(C)C.[CH:27](N)(C)C. Given the product [Cl:25][C:21]1[N:20]=[C:19]([C:15]2[CH:14]=[C:13]([CH:18]=[CH:17][CH:16]=2)[CH2:12][NH:11][CH:10]([CH3:9])[CH3:27])[CH:24]=[CH:23][N:22]=1, predict the reactants needed to synthesize it. (3) Given the product [CH3:1][O:2][C:3]1[CH:4]=[C:5]([NH:15][C:17]2[N:22]=[C:21]([CH3:23])[CH:20]=[C:19]([N:24]3[CH2:29][CH2:28][CH2:27][CH2:26][CH2:25]3)[N:18]=2)[CH:6]=[CH:7][C:8]=1[N:9]1[CH:13]=[C:12]([CH3:14])[N:11]=[CH:10]1, predict the reactants needed to synthesize it. The reactants are: [CH3:1][O:2][C:3]1[CH:4]=[C:5]([NH2:15])[CH:6]=[CH:7][C:8]=1[N:9]1[CH:13]=[C:12]([CH3:14])[N:11]=[CH:10]1.Cl[C:17]1[N:22]=[C:21]([CH3:23])[CH:20]=[C:19]([N:24]2[CH2:29][CH2:28][CH2:27][CH2:26][CH2:25]2)[N:18]=1. (4) Given the product [N:1]1[C:10]2[C:5](=[CH:6][C:7]([CH:11]([OH:12])[CH3:13])=[CH:8][CH:9]=2)[CH:4]=[CH:3][CH:2]=1, predict the reactants needed to synthesize it. The reactants are: [N:1]1[C:10]2[C:5](=[CH:6][C:7]([CH:11]=[O:12])=[CH:8][CH:9]=2)[CH:4]=[CH:3][CH:2]=1.[CH3:13][Mg]Br.[Cl-].[NH4+]. (5) The reactants are: Cl.[CH3:2][C:3]1[CH:4]=[C:5]([CH:15]([NH2:17])[CH3:16])[CH:6]=[N:7][C:8]=1[O:9][CH2:10][C:11]([F:14])([F:13])[F:12].[CH3:18][O:19][C:20]([C:22]1[CH:23]=[C:24]([CH:28]=[C:29]([CH3:31])[N:30]=1)[C:25](O)=[O:26])=[O:21]. Given the product [CH3:31][C:29]1[N:30]=[C:22]([C:20]([O:19][CH3:18])=[O:21])[CH:23]=[C:24]([C:25](=[O:26])[NH:17][CH:15]([C:5]2[CH:6]=[N:7][C:8]([O:9][CH2:10][C:11]([F:14])([F:12])[F:13])=[C:3]([CH3:2])[CH:4]=2)[CH3:16])[CH:28]=1, predict the reactants needed to synthesize it. (6) The reactants are: [CH3:1][O:2][C:3](=[O:21])[CH2:4][C:5]1[CH:10]=[C:9](OS(C(F)(F)F)(=O)=O)[CH:8]=[C:7]([O:19][CH3:20])[CH:6]=1.[Na+].[Cl:23][C:24]1[CH:25]=[C:26]([S:30]([O-:32])=[O:31])[CH:27]=[CH:28][CH:29]=1.C1(C)C=CC=CC=1.CC1(C)C2C(=C(P(C3C=CC=CC=3)C3C=CC=CC=3)C=CC=2)OC2C(P(C3C=CC=CC=3)C3C=CC=CC=3)=CC=CC1=2.C(=O)([O-])[O-].[Cs+].[Cs+]. Given the product [CH3:1][O:2][C:3](=[O:21])[CH2:4][C:5]1[CH:6]=[C:7]([O:19][CH3:20])[CH:8]=[C:9]([S:30]([C:26]2[CH:27]=[CH:28][CH:29]=[C:24]([Cl:23])[CH:25]=2)(=[O:32])=[O:31])[CH:10]=1, predict the reactants needed to synthesize it. (7) Given the product [CH3:16][O:15][C:12]1[CH:11]=[C:10]2[C:9](=[CH:14][CH:13]=1)[C:3]([C:4]([F:7])([F:6])[F:5])([C:2]([F:19])([F:1])[F:20])[O:18][CH2:17]2, predict the reactants needed to synthesize it. The reactants are: [F:1][C:2]([F:20])([F:19])[C:3]([C:9]1[CH:14]=[CH:13][C:12]([O:15][CH3:16])=[CH:11][C:10]=1[CH2:17][OH:18])(O)[C:4]([F:7])([F:6])[F:5].Cl.